From a dataset of Peptide-MHC class I binding affinity with 185,985 pairs from IEDB/IMGT. Regression. Given a peptide amino acid sequence and an MHC pseudo amino acid sequence, predict their binding affinity value. This is MHC class I binding data. (1) The peptide sequence is YLPEVISTI. The MHC is HLA-A11:01 with pseudo-sequence HLA-A11:01. The binding affinity (normalized) is 0. (2) The peptide sequence is RMATMLEYVR. The binding affinity (normalized) is 0.993. The MHC is HLA-A31:01 with pseudo-sequence HLA-A31:01. (3) The peptide sequence is MLLTFLTSL. The MHC is HLA-A02:01 with pseudo-sequence HLA-A02:01. The binding affinity (normalized) is 0.957. (4) The peptide sequence is RTSKAALER. The MHC is HLA-B15:01 with pseudo-sequence HLA-B15:01. The binding affinity (normalized) is 0. (5) The MHC is HLA-A02:02 with pseudo-sequence HLA-A02:02. The binding affinity (normalized) is 0.608. The peptide sequence is DLERKVESL. (6) The peptide sequence is ILYKDDMGV. The MHC is HLA-B08:01 with pseudo-sequence HLA-B08:01. The binding affinity (normalized) is 0.208. (7) The peptide sequence is GAVNVVMTF. The MHC is HLA-B58:01 with pseudo-sequence HLA-B58:01. The binding affinity (normalized) is 0.702. (8) The peptide sequence is YMLKHVVW. The MHC is Mamu-B52 with pseudo-sequence Mamu-B52. The binding affinity (normalized) is 0.437. (9) The peptide sequence is NSDPNTPDK. The MHC is HLA-A01:01 with pseudo-sequence HLA-A01:01. The binding affinity (normalized) is 0.578.